The task is: Predict the reactants needed to synthesize the given product.. This data is from Full USPTO retrosynthesis dataset with 1.9M reactions from patents (1976-2016). (1) Given the product [CH:11]1([N:9]2[CH2:10][CH:4]([CH2:1][C:2]#[CH:3])[C:5](=[O:22])[N:6]([CH3:21])[C:7]3[CH:19]=[N:18][C:17]([NH:23][C:24]4[CH:32]=[CH:31][C:27]([C:28]([OH:30])=[O:29])=[CH:26][C:25]=4[O:33][CH3:34])=[N:16][C:8]2=3)[CH2:15][CH2:14][CH2:13][CH2:12]1, predict the reactants needed to synthesize it. The reactants are: [CH2:1]([CH:4]1[CH2:10][N:9]([CH:11]2[CH2:15][CH2:14][CH2:13][CH2:12]2)[C:8]2[N:16]=[C:17](Cl)[N:18]=[CH:19][C:7]=2[N:6]([CH3:21])[C:5]1=[O:22])[CH:2]=[CH2:3].[NH2:23][C:24]1[CH:32]=[CH:31][C:27]([C:28]([OH:30])=[O:29])=[CH:26][C:25]=1[O:33][CH3:34].O.C1(C)C=CC(S(O)(=O)=O)=CC=1. (2) Given the product [CH2:1]([NH:8][CH:9]([C:11]1[CH:16]=[CH:15][CH:14]=[CH:13][CH:12]=1)[CH3:10])[C:2]1[CH:7]=[CH:6][CH:5]=[CH:4][CH:3]=1, predict the reactants needed to synthesize it. The reactants are: [CH2:1]([N:8]=[C:9]([C:11]1[CH:16]=[CH:15][CH:14]=[CH:13][CH:12]=1)[CH3:10])[C:2]1[CH:7]=[CH:6][CH:5]=[CH:4][CH:3]=1.C(O[K])(C)(C)C. (3) Given the product [C:4]([O:8][C:9]([N:11]1[CH2:12][CH:13]2[CH:17]([CH2:16][CH:15]([C:19]([O:21][CH3:22])=[O:20])[CH2:14]2)[CH2:18]1)=[O:10])([CH3:7])([CH3:6])[CH3:5], predict the reactants needed to synthesize it. The reactants are: O.[Cl-].[Li+].[C:4]([O:8][C:9]([N:11]1[CH2:18][CH:17]2[CH:13]([CH2:14][C:15](C(OC)=O)([C:19]([O:21][CH3:22])=[O:20])[CH2:16]2)[CH2:12]1)=[O:10])([CH3:7])([CH3:6])[CH3:5]. (4) The reactants are: [CH3:1][O:2][C:3]1[CH:4]=[C:5]([CH:7]=[CH:8][C:9]=1[N:10]1[CH:14]=[N:13][C:12]([CH3:15])=[N:11]1)[NH2:6].Cl[C:17]1[CH:18]=[CH:19][C:20]2[CH2:21][N:22]([CH2:34][CH2:35][OH:36])[CH2:23][C@@H:24]([C:28]3[CH:33]=[CH:32][CH:31]=[CH:30][CH:29]=3)[O:25][C:26]=2[N:27]=1.C1(P(C2CCCCC2)C2C=CC=CC=2C2C=CC=CC=2)CCCCC1.C(=O)([O-])[O-].[Cs+].[Cs+]. Given the product [CH3:1][O:2][C:3]1[CH:4]=[C:5]([NH:6][C:17]2[CH:18]=[CH:19][C:20]3[CH2:21][N:22]([CH2:34][CH2:35][OH:36])[CH2:23][C@@H:24]([C:28]4[CH:33]=[CH:32][CH:31]=[CH:30][CH:29]=4)[O:25][C:26]=3[N:27]=2)[CH:7]=[CH:8][C:9]=1[N:10]1[CH:14]=[N:13][C:12]([CH3:15])=[N:11]1, predict the reactants needed to synthesize it. (5) Given the product [Br:1][C:2]1[CH:3]=[C:4]([CH:5]=[CH:6][CH:7]=1)[O:8][CH2:11][CH2:12][N:13]1[CH2:17][CH2:16][CH2:15][CH2:14]1, predict the reactants needed to synthesize it. The reactants are: [Br:1][C:2]1[CH:3]=[C:4]([OH:8])[CH:5]=[CH:6][CH:7]=1.Cl.Cl[CH2:11][CH2:12][N:13]1[CH2:17][CH2:16][CH2:15][CH2:14]1.C(=O)([O-])[O-].[K+].[K+].